Dataset: Full USPTO retrosynthesis dataset with 1.9M reactions from patents (1976-2016). Task: Predict the reactants needed to synthesize the given product. (1) Given the product [N:4]1([CH2:3][CH2:2][O:1][C:9](=[O:15])[CH2:10][CH2:11][C:12]([OH:14])=[O:13])[CH:8]=[CH:7][N:6]=[CH:5]1, predict the reactants needed to synthesize it. The reactants are: [OH:1][CH2:2][CH2:3][N:4]1[CH:8]=[CH:7][N:6]=[CH:5]1.[C:9]1(=[O:15])[O:14][C:12](=[O:13])[CH2:11][CH2:10]1. (2) Given the product [ClH:17].[ClH:17].[NH:2]=[C:1]([N:12]1[CH2:16][CH2:15][CH2:14][CH2:13]1)[C:3]1[CH:11]=[CH:10][C:6]([C:7]([OH:9])=[O:8])=[CH:5][N:4]=1, predict the reactants needed to synthesize it. The reactants are: [C:1]([C:3]1[CH:11]=[CH:10][C:6]([C:7]([OH:9])=[O:8])=[CH:5][N:4]=1)#[N:2].[NH:12]1[CH2:16][CH2:15][CH2:14][CH2:13]1.[ClH:17].O1CCOCC1. (3) Given the product [CH2:1]([C:4]1[N:5]([CH2:18][C:19]2[N:23]=[C:22]([C:24]3[CH:29]=[CH:28][CH:27]=[C:26]([C:30]([F:33])([F:31])[F:32])[CH:25]=3)[O:21][N:20]=2)[C:6]2[C:11]([CH:12]=1)=[C:10]([C:13]#[N:14])[C:9]([C:15]#[N:16])=[CH:8][CH:7]=2)[CH2:2][CH3:3], predict the reactants needed to synthesize it. The reactants are: [CH2:1]([C:4]1[NH:5][C:6]2[C:11]([CH:12]=1)=[C:10]([C:13]#[N:14])[C:9]([C:15]#[N:16])=[CH:8][CH:7]=2)[CH2:2][CH3:3].Cl[CH2:18][C:19]1[N:23]=[C:22]([C:24]2[CH:29]=[CH:28][CH:27]=[C:26]([C:30]([F:33])([F:32])[F:31])[CH:25]=2)[O:21][N:20]=1. (4) The reactants are: Cl[C:2]1[C:11]2[C:6](=[CH:7][C:8]([C:12]3[CH:13]=[C:14]([CH:19]=[CH:20][C:21]=3[CH3:22])[C:15]([O:17][CH3:18])=[O:16])=[CH:9][CH:10]=2)[CH:5]=[N:4][N:3]=1.[CH3:23][N:24](C=O)C. Given the product [C:23]([C:2]1[C:11]2[C:6](=[CH:7][C:8]([C:12]3[CH:13]=[C:14]([CH:19]=[CH:20][C:21]=3[CH3:22])[C:15]([O:17][CH3:18])=[O:16])=[CH:9][CH:10]=2)[CH:5]=[N:4][N:3]=1)#[N:24], predict the reactants needed to synthesize it.